From a dataset of Full USPTO retrosynthesis dataset with 1.9M reactions from patents (1976-2016). Predict the reactants needed to synthesize the given product. (1) The reactants are: [C:1]1([C:33]2[CH:38]=[CH:37][CH:36]=[CH:35][CH:34]=2)[CH:6]=[CH:5][C:4]([CH2:7][O:8][C:9]2[CH:14]=[CH:13][C:12]([CH2:15][CH2:16][CH2:17][O:18][C:19]3[CH:27]=[CH:26][C:25]([C:28]([O:30][CH2:31][CH3:32])=[O:29])=[CH:24][C:20]=3[C:21](O)=[O:22])=[CH:11][CH:10]=2)=[CH:3][CH:2]=1.Cl.[NH2:40][C@H:41]1[CH2:46][CH2:45][CH2:44][CH2:43][C@H:42]1[C:47]([O:49][CH2:50][CH3:51])=[O:48]. Given the product [C:1]1([C:33]2[CH:34]=[CH:35][CH:36]=[CH:37][CH:38]=2)[CH:2]=[CH:3][C:4]([CH2:7][O:8][C:9]2[CH:10]=[CH:11][C:12]([CH2:15][CH2:16][CH2:17][O:18][C:19]3[CH:27]=[CH:26][C:25]([C:28]([O:30][CH2:31][CH3:32])=[O:29])=[CH:24][C:20]=3[C:21]([NH:40][C@@H:41]3[CH2:46][CH2:45][CH2:44][CH2:43][C@@H:42]3[C:47]([O:49][CH2:50][CH3:51])=[O:48])=[O:22])=[CH:13][CH:14]=2)=[CH:5][CH:6]=1, predict the reactants needed to synthesize it. (2) The reactants are: Cl.[C:2]([C:6]1[CH:16]=[CH:15][CH:14]=[CH:13][C:7]=1[O:8][CH2:9][CH2:10][NH:11][CH3:12])([CH3:5])([CH3:4])[CH3:3].[C:17]([O:21][C:22]([N:24]1[CH2:29][CH2:28][C:27]2[C:30]([C:33]([OH:35])=O)=[N:31][NH:32][C:26]=2[CH2:25]1)=[O:23])([CH3:20])([CH3:19])[CH3:18].CCN(C(C)C)C(C)C.CCN=C=NCCCN(C)C.C1C=CC2N(O)N=NC=2C=1. Given the product [C:2]([C:6]1[CH:16]=[CH:15][CH:14]=[CH:13][C:7]=1[O:8][CH2:9][CH2:10][N:11]([CH3:12])[C:33]([C:30]1[C:27]2[CH2:28][CH2:29][N:24]([C:22]([O:21][C:17]([CH3:18])([CH3:19])[CH3:20])=[O:23])[CH2:25][C:26]=2[NH:32][N:31]=1)=[O:35])([CH3:5])([CH3:3])[CH3:4], predict the reactants needed to synthesize it. (3) Given the product [C:1]([O:5][C:6]([N:8]1[CH2:13][CH2:12][N:11]([C:14]2[C:15]3[C:29]([Cl:30])=[CH:28][N:27]=[C:26]([N:37]([CH3:38])[CH3:36])[C:16]=3[N:17]=[C:18]([C:20]3[CH:25]=[CH:24][N:23]=[CH:22][CH:21]=3)[N:19]=2)[CH2:10][CH2:9]1)=[O:7])([CH3:4])([CH3:2])[CH3:3], predict the reactants needed to synthesize it. The reactants are: [C:1]([O:5][C:6]([N:8]1[CH2:13][CH2:12][N:11]([C:14]2[C:15]3[C:29]([Cl:30])=[CH:28][N:27]=[C:26](C4C=CNN=4)[C:16]=3[N:17]=[C:18]([C:20]3[CH:25]=[CH:24][N:23]=[CH:22][CH:21]=3)[N:19]=2)[CH2:10][CH2:9]1)=[O:7])([CH3:4])([CH3:3])[CH3:2].[CH3:36][N:37](C=O)[CH3:38].CNC. (4) Given the product [CH3:51][C:46]([CH3:52])([CH2:45][CH2:44][C:42]1[S:43][C:39]([C:36]2[CH:35]=[CH:34][C:33]([NH:32][C:63]([NH:62][C:55]3[CH:56]=[C:57]([F:61])[C:58]([F:60])=[CH:59][C:54]=3[F:53])=[O:64])=[CH:38][CH:37]=2)=[CH:40][N:41]=1)[C:47]([O:49][CH3:50])=[O:48], predict the reactants needed to synthesize it. The reactants are: FC(F)(F)C1C=C(NC(=O)NC2C=CC(C3SC(CCC(OC)=O)=NC=3)=CC=2)C=CC=1.[NH2:32][C:33]1[CH:38]=[CH:37][C:36]([C:39]2[S:43][C:42]([CH2:44][CH2:45][C:46]([CH3:52])([CH3:51])[C:47]([O:49][CH3:50])=[O:48])=[N:41][CH:40]=2)=[CH:35][CH:34]=1.[F:53][C:54]1[CH:59]=[C:58]([F:60])[C:57]([F:61])=[CH:56][C:55]=1[N:62]=[C:63]=[O:64]. (5) Given the product [CH2:22]([O:29][C:30]1[CH:31]=[C:32](/[CH:50]=[CH:51]/[CH2:52][CH2:53][N:54]2[C:55](=[O:64])[C:56]3[C:61](=[CH:60][CH:59]=[CH:58][CH:57]=3)[C:62]2=[O:63])[CH:33]=[CH:34][C:35]=1[N:36]1[CH2:40][C:39](=[O:41])[NH:38][S:37]1(=[O:48])=[O:49])[C:23]1[CH:28]=[CH:27][CH:26]=[CH:25][CH:24]=1, predict the reactants needed to synthesize it. The reactants are: [F-].C([N+](CCCC)(CCCC)CCCC)CCC.[N-]=C=O.[CH2:22]([O:29][C:30]1[CH:31]=[C:32](/[CH:50]=[CH:51]/[CH2:52][CH2:53][N:54]2[C:62](=[O:63])[C:61]3[C:56](=[CH:57][CH:58]=[CH:59][CH:60]=3)[C:55]2=[O:64])[CH:33]=[CH:34][C:35]=1[N:36]1[CH2:40][C:39](=[O:41])[N:38](CC[Si](C)(C)C)[S:37]1(=[O:49])=[O:48])[C:23]1[CH:28]=[CH:27][CH:26]=[CH:25][CH:24]=1. (6) Given the product [C:1]([N:4]1[C:13]2[C:8](=[CH:9][C:10]([C:15]3[CH:16]=[N:17][N:18]([CH:20]4[CH2:22][CH2:21]4)[CH:19]=3)=[C:11]([F:43])[CH:12]=2)[N:7]([C:23]([O:25][CH:26]([CH3:28])[CH3:27])=[O:24])[CH2:6][C@@H:5]1[CH3:29])(=[O:3])[CH3:2], predict the reactants needed to synthesize it. The reactants are: [C:1]([N:4]1[C:13]2[C:8](=[CH:9][C:10]([C:15]3[CH:16]=[N:17][N:18]([CH:20]4[CH2:22][CH2:21]4)[CH:19]=3)=[C:11](N)[CH:12]=2)[N:7]([C:23]([O:25][CH:26]([CH3:28])[CH3:27])=[O:24])[CH2:6][C@@H:5]1[CH3:29])(=[O:3])[CH3:2].C(N1C2C(=CC(C3C=CC(S(C)(=O)=O)=CC=3)=C([F:43])C=2)N(C(OC(C)C)=O)C[C@@H]1C)(=O)C. (7) Given the product [CH3:34][N:2]([CH3:1])[C:3]([C:5]1[C:22]([CH2:23][CH2:24][C@@H:25]([OH:32])[C:26]2[CH:31]=[CH:30][CH:29]=[CH:28][CH:27]=2)=[C:21]([OH:33])[C:8]2[N:9]=[C:10]([CH3:20])[N:11]([CH2:12][O:13][CH2:14][CH2:15][Si:16]([CH3:19])([CH3:18])[CH3:17])[C:7]=2[CH:6]=1)=[O:4], predict the reactants needed to synthesize it. The reactants are: [CH3:1][N:2]([CH3:34])[C:3]([C:5]1[C:22]([CH2:23][CH2:24][C:25](=[O:32])[C:26]2[CH:31]=[CH:30][CH:29]=[CH:28][CH:27]=2)=[C:21]([OH:33])[C:8]2[N:9]=[C:10]([CH3:20])[N:11]([CH2:12][O:13][CH2:14][CH2:15][Si:16]([CH3:19])([CH3:18])[CH3:17])[C:7]=2[CH:6]=1)=[O:4].O.C(O)(C)(C)C.CC([O-])(C)C.[K+]. (8) Given the product [Cl:1][C:2]1[C:11]([N+:12]([O-:14])=[O:13])=[CH:10][C:5]2[N:6]([CH3:22])[C:15](=[O:18])[N:8]([CH3:7])[C:4]=2[CH:3]=1, predict the reactants needed to synthesize it. The reactants are: [Cl:1][C:2]1[C:11]([N+:12]([O-:14])=[O:13])=[CH:10][C:5]2[NH:6][C:7](=O)[NH:8][C:4]=2[CH:3]=1.[C:15](=[O:18])([O-])[O-].[K+].[K+].I[CH3:22]. (9) Given the product [CH3:7][N:8]1[C:12]([NH:13][C:15](=[O:17])[CH3:16])=[CH:11][C:10]([CH3:14])=[N:9]1, predict the reactants needed to synthesize it. The reactants are: N1C=CC=CC=1.[CH3:7][N:8]1[C:12]([NH2:13])=[CH:11][C:10]([CH3:14])=[N:9]1.[C:15](OC(=O)C)(=[O:17])[CH3:16]. (10) Given the product [CH2:13]([C@@H:12]1[NH:11][C:9](=[O:8])[CH2:26][NH:27][C:20]1=[O:22])[C:14]1[CH:19]=[CH:18][CH:17]=[CH:16][CH:15]=1, predict the reactants needed to synthesize it. The reactants are: C([O:8][C:9]([NH:11][C@H:12]([C:20]([OH:22])=O)[CH2:13][C:14]1[CH:19]=[CH:18][CH:17]=[CH:16][CH:15]=1)=O)C1C=CC=CC=1.COC(=O)[CH2:26][NH2:27].